The task is: Predict which catalyst facilitates the given reaction.. This data is from Catalyst prediction with 721,799 reactions and 888 catalyst types from USPTO. (1) Reactant: [Cl:1][C:2]1[C:7]([N+:8]([O-:10])=[O:9])=[C:6](Cl)[CH:5]=[C:4]([CH3:12])[N:3]=1.C(N(CC)CC)C.[CH3:20][CH:21]([CH3:24])[CH2:22][NH2:23]. Product: [Cl:1][C:2]1[C:7]([N+:8]([O-:10])=[O:9])=[C:6]([NH:23][CH2:22][CH:21]([CH3:24])[CH3:20])[CH:5]=[C:4]([CH3:12])[N:3]=1. The catalyst class is: 9. (2) Reactant: [NH2:1][C:2]1[CH:3]=[C:4]([C:8]2[C:17]3[C:12](=[C:13]([C:18]([F:21])([F:20])[F:19])[CH:14]=[CH:15][CH:16]=3)[N:11]=[CH:10][C:9]=2[C:22]([C:24]2[CH:29]=[CH:28][CH:27]=[CH:26][CH:25]=2)=[O:23])[CH:5]=[CH:6][CH:7]=1.S(OC)(O[CH3:34])(=O)=O. Product: [CH3:34][NH:1][C:2]1[CH:3]=[C:4]([C:8]2[C:17]3[C:12](=[C:13]([C:18]([F:21])([F:19])[F:20])[CH:14]=[CH:15][CH:16]=3)[N:11]=[CH:10][C:9]=2[C:22]([C:24]2[CH:25]=[CH:26][CH:27]=[CH:28][CH:29]=2)=[O:23])[CH:5]=[CH:6][CH:7]=1. The catalyst class is: 8.